From a dataset of Reaction yield outcomes from USPTO patents with 853,638 reactions. Predict the reaction yield, written as a fraction of the theoretical maximum amount of product (1.0 means a 100% yield; for example, 0.34 means a 34% yield). (1) The reactants are O1CCCC1.[OH-].[Na+].[NH2:8][C:9]1[C:14]([C:15]2[O:19][N:18]=[C:17]([CH2:20][C:21]3[CH:26]=[CH:25][C:24]([OH:27])=[CH:23][CH:22]=3)[CH:16]=2)=[CH:13][CH:12]=[CH:11][N:10]=1.Cl[CH2:29][C:30]1[CH:35]=[CH:34][CH:33]=[C:32]([O:36][CH3:37])[N:31]=1. The catalyst is CN(C)C=O. The product is [CH3:37][O:36][C:32]1[N:31]=[C:30]([CH2:29][O:27][C:24]2[CH:25]=[CH:26][C:21]([CH2:20][C:17]3[CH:16]=[C:15]([C:14]4[C:9]([NH2:8])=[N:10][CH:11]=[CH:12][CH:13]=4)[O:19][N:18]=3)=[CH:22][CH:23]=2)[CH:35]=[CH:34][CH:33]=1. The yield is 0.840. (2) The reactants are C[C:2](P(OC)(O)=O)([C:4]([O-:6])=[O:5])[CH3:3].[H-].[Na+].[CH:14]([O:17][CH:18]1[CH2:23][CH2:22]C(=O)[CH2:20][CH2:19]1)([CH3:16])[CH3:15].[CH2:25]1COCC1. No catalyst specified. The product is [CH3:25][O:6][C:4](=[O:5])[CH:2]=[C:3]1[CH2:22][CH2:23][CH:18]([O:17][CH:14]([CH3:16])[CH3:15])[CH2:19][CH2:20]1. The yield is 0.740. (3) The product is [O:21]=[C:2]1[C:3]2([C:13]3=[CH:14][C:15]4[O:19][CH2:18][O:17][C:16]=4[CH:20]=[C:12]3[O:11][CH2:10]2)[C:4]2[C:9](=[CH:8][CH:7]=[CH:6][CH:5]=2)[N:1]1[CH2:29][C:30]1[O:34][C:33]([C:35]([F:38])([F:36])[F:37])=[C:32]([C:39]([O:41][CH2:42][CH3:43])=[O:40])[CH:31]=1. The yield is 0.610. The catalyst is CC(=O)CC. The reactants are [NH:1]1[C:9]2[C:4](=[CH:5][CH:6]=[CH:7][CH:8]=2)[C:3]2([C:13]3=[CH:14][C:15]4[O:19][CH2:18][O:17][C:16]=4[CH:20]=[C:12]3[O:11][CH2:10]2)[C:2]1=[O:21].C(=O)([O-])[O-].[Cs+].[Cs+].Br[CH2:29][C:30]1[O:34][C:33]([C:35]([F:38])([F:37])[F:36])=[C:32]([C:39]([O:41][CH2:42][CH3:43])=[O:40])[CH:31]=1. (4) The reactants are O.O.[Sn](Cl)Cl.[N+:6]([C:9]1[CH:10]=[C:11]([C:18]([F:21])([F:20])[F:19])[C:12]([CH2:15][C:16]#[N:17])=[N:13][CH:14]=1)([O-])=O. The catalyst is CC(=O)OCC. The product is [NH2:6][C:9]1[CH:10]=[C:11]([C:18]([F:21])([F:19])[F:20])[C:12]([CH2:15][C:16]#[N:17])=[N:13][CH:14]=1. The yield is 0.613. (5) The reactants are [Cl:1][CH2:2][CH2:3][N:4]=[C:5]=[O:6].[NH2:7][CH2:8][C@@H:9]([CH3:37])[O:10][C:11]1[CH:20]=[CH:19][CH:18]=[C:17]2[C:12]=1[C:13]([NH:21][C:22]1[CH:27]=[CH:26][C:25]([O:28][C:29]3[CH:30]=[N:31][C:32]([CH3:35])=[CH:33][CH:34]=3)=[C:24]([CH3:36])[CH:23]=1)=[N:14][CH:15]=[N:16]2. The catalyst is C(Cl)Cl. The product is [Cl:1][CH2:2][CH2:3][NH:4][C:5]([NH:7][CH2:8][C@H:9]([O:10][C:11]1[CH:20]=[CH:19][CH:18]=[C:17]2[C:12]=1[C:13]([NH:21][C:22]1[CH:27]=[CH:26][C:25]([O:28][C:29]3[CH:30]=[N:31][C:32]([CH3:35])=[CH:33][CH:34]=3)=[C:24]([CH3:36])[CH:23]=1)=[N:14][CH:15]=[N:16]2)[CH3:37])=[O:6]. The yield is 0.740. (6) The reactants are [F:1][C:2]1[CH:7]=[CH:6][C:5]([C:8]2[N:12]=[C:11]([NH2:13])[S:10][N:9]=2)=[CH:4][C:3]=1[C:14]([F:17])([F:16])[F:15].C[O:19][C:20](=O)[C:21]1[CH:26]=[CH:25][C:24]([NH:27][C:28]2[CH:33]=[C:32]([N:34]([CH3:36])[CH3:35])[N:31]=[CH:30][N:29]=2)=[CH:23][CH:22]=1. No catalyst specified. The product is [CH3:35][N:34]([CH3:36])[C:32]1[N:31]=[CH:30][N:29]=[C:28]([NH:27][C:24]2[CH:25]=[CH:26][C:21]([C:20]([NH:13][C:11]3[S:10][N:9]=[C:8]([C:5]4[CH:6]=[CH:7][C:2]([F:1])=[C:3]([C:14]([F:15])([F:16])[F:17])[CH:4]=4)[N:12]=3)=[O:19])=[CH:22][CH:23]=2)[CH:33]=1. The yield is 0.460. (7) The reactants are [N+:1]([C:4]1[CH:9]=[CH:8][C:7]([CH2:10][CH:11]([OH:13])[CH3:12])=[CH:6][CH:5]=1)([O-:3])=[O:2].[C:14](O[C:14](=[O:17])[CH2:15][CH3:16])(=[O:17])[CH2:15][CH3:16]. The catalyst is C1C=CC=CC=1. The product is [C:14]([O:13][C@H:11]([CH3:12])[CH2:10][C:7]1[CH:6]=[CH:5][C:4]([N+:1]([O-:3])=[O:2])=[CH:9][CH:8]=1)(=[O:17])[CH2:15][CH3:16].[N+:1]([C:4]1[CH:5]=[CH:6][C:7]([CH2:10][C@@H:11]([OH:13])[CH3:12])=[CH:8][CH:9]=1)([O-:3])=[O:2]. The yield is 0.580. (8) The reactants are C([N:8]1[CH2:14][C:13]2[N:15]=[CH:16][C:17]([N:19]([CH:21]3[CH2:24][CH2:23][CH2:22]3)[CH3:20])=[N:18][C:12]=2[O:11][C@@H:10]([CH2:25][O:26][CH3:27])[CH2:9]1)C1C=CC=CC=1.C(OCC)(=O)C.[ClH:34]. The catalyst is CO.[OH-].[OH-].[Pd+2]. The product is [ClH:34].[CH:21]1([N:19]([CH3:20])[C:17]2[CH:16]=[N:15][C:13]3[CH2:14][NH:8][CH2:9][C@H:10]([CH2:25][O:26][CH3:27])[O:11][C:12]=3[N:18]=2)[CH2:22][CH2:23][CH2:24]1. The yield is 0.620.